The task is: Regression. Given two drug SMILES strings and cell line genomic features, predict the synergy score measuring deviation from expected non-interaction effect.. This data is from NCI-60 drug combinations with 297,098 pairs across 59 cell lines. (1) Drug 1: COC1=NC(=NC2=C1N=CN2C3C(C(C(O3)CO)O)O)N. Drug 2: CCC1=C2CN3C(=CC4=C(C3=O)COC(=O)C4(CC)O)C2=NC5=C1C=C(C=C5)O. Cell line: HCC-2998. Synergy scores: CSS=28.5, Synergy_ZIP=2.61, Synergy_Bliss=2.14, Synergy_Loewe=-48.2, Synergy_HSA=2.45. (2) Drug 1: CC1CCC2CC(C(=CC=CC=CC(CC(C(=O)C(C(C(=CC(C(=O)CC(OC(=O)C3CCCCN3C(=O)C(=O)C1(O2)O)C(C)CC4CCC(C(C4)OC)O)C)C)O)OC)C)C)C)OC. Drug 2: CCCCC(=O)OCC(=O)C1(CC(C2=C(C1)C(=C3C(=C2O)C(=O)C4=C(C3=O)C=CC=C4OC)O)OC5CC(C(C(O5)C)O)NC(=O)C(F)(F)F)O. Cell line: MCF7. Synergy scores: CSS=33.5, Synergy_ZIP=3.78, Synergy_Bliss=3.53, Synergy_Loewe=-1.11, Synergy_HSA=-0.970. (3) Drug 1: CCN(CC)CCCC(C)NC1=C2C=C(C=CC2=NC3=C1C=CC(=C3)Cl)OC. Drug 2: CCC1(C2=C(COC1=O)C(=O)N3CC4=CC5=C(C=CC(=C5CN(C)C)O)N=C4C3=C2)O.Cl. Cell line: IGROV1. Synergy scores: CSS=19.0, Synergy_ZIP=-5.56, Synergy_Bliss=-0.160, Synergy_Loewe=-36.6, Synergy_HSA=-3.78. (4) Drug 1: C1=CC(=CC=C1CCC2=CNC3=C2C(=O)NC(=N3)N)C(=O)NC(CCC(=O)O)C(=O)O. Drug 2: CC(C)NC(=O)C1=CC=C(C=C1)CNNC.Cl. Cell line: ACHN. Synergy scores: CSS=10.1, Synergy_ZIP=-8.81, Synergy_Bliss=-6.33, Synergy_Loewe=-21.1, Synergy_HSA=-4.82.